This data is from Catalyst prediction with 721,799 reactions and 888 catalyst types from USPTO. The task is: Predict which catalyst facilitates the given reaction. (1) Reactant: [N:1]([C:4]1[C:19]([N+:20]([O-:22])=[O:21])=[CH:18][CH:17]=[CH:16][C:5]=1[O:6][CH2:7][C:8]([C:10]1[CH:15]=[CH:14][CH:13]=[CH:12][N:11]=1)=[CH2:9])=[N+]=[N-]. Product: [N+:20]([C:19]1[C:4]2[N:1]3[CH2:9][C:8]3([C:10]3[CH:15]=[CH:14][CH:13]=[CH:12][N:11]=3)[CH2:7][O:6][C:5]=2[CH:16]=[CH:17][CH:18]=1)([O-:22])=[O:21]. The catalyst class is: 48. (2) Reactant: [O:1]1[CH2:5][CH2:4][O:3][CH:2]1[CH2:6][CH2:7][CH2:8][CH2:9][O:10][C:11]1[CH:12]=[C:13]([C@@:17]([OH:27])([C:21]2[CH:26]=[CH:25][CH:24]=[CH:23][CH:22]=2)[C:18]([OH:20])=[O:19])[CH:14]=[CH:15][CH:16]=1.C(C1NC=CN=1)(C1NC=CN=1)=O.[CH2:40]([N:47]1[CH2:52][CH2:51][CH:50]([CH2:53]O)[CH2:49][CH2:48]1)[C:41]1[CH:46]=[CH:45][CH:44]=[CH:43][CH:42]=1. Product: [O:1]1[CH2:5][CH2:4][O:3][CH:2]1[CH2:6][CH2:7][CH2:8][CH2:9][O:10][C:11]1[CH:12]=[C:13]([C@@:17]([OH:27])([C:21]2[CH:26]=[CH:25][CH:24]=[CH:23][CH:22]=2)[C:18]([O:20][CH2:53][CH:50]2[CH2:49][CH2:48][N:47]([CH2:40][C:41]3[CH:46]=[CH:45][CH:44]=[CH:43][CH:42]=3)[CH2:52][CH2:51]2)=[O:19])[CH:14]=[CH:15][CH:16]=1. The catalyst class is: 39. (3) Reactant: [Cl:1][C:2]1[C:7]([C:8]2[CH:13]=[CH:12][CH:11]=[CH:10][CH:9]=2)=[N:6][N:5]=[C:4]2[N:14]([CH2:23][C:24]([OH:26])=O)[N:15]=[C:16]([C:17]3[CH:22]=[CH:21][CH:20]=[CH:19][CH:18]=3)[C:3]=12.[NH:27]1[CH2:32][CH2:31][CH2:30][CH:29]([C:33]#[N:34])[CH2:28]1.C(N(C(C)C)CC)(C)C.F[P-](F)(F)(F)(F)F.N1(OC(N(C)C)=[N+](C)C)C2N=CC=CC=2N=N1. Product: [Cl:1][C:2]1[C:7]([C:8]2[CH:9]=[CH:10][CH:11]=[CH:12][CH:13]=2)=[N:6][N:5]=[C:4]2[N:14]([CH2:23][C:24]([N:27]3[CH2:32][CH2:31][CH2:30][CH:29]([C:33]#[N:34])[CH2:28]3)=[O:26])[N:15]=[C:16]([C:17]3[CH:18]=[CH:19][CH:20]=[CH:21][CH:22]=3)[C:3]=12. The catalyst class is: 31. (4) Reactant: C(=O)([O-])[O-].[K+].[K+].[CH3:7][C@:8]1([CH2:30][NH2:31])[CH2:29][CH2:28][CH2:27][C:10]2([O:14][C@H:13]([C:15]3[CH:20]=[CH:19][CH:18]=[CH:17][CH:16]=3)[C@@H:12]([C:21]3[CH:26]=[CH:25][CH:24]=[CH:23][CH:22]=3)[O:11]2)[CH2:9]1.F[C:33]1[CH:34]=[C:35]([CH:38]=[CH:39][C:40]=1[N+:41]([O-:43])=[O:42])[C:36]#[N:37]. Product: [CH3:7][C@:8]1([CH2:30][NH:31][C:39]2[CH:38]=[C:35]([CH:34]=[CH:33][C:40]=2[N+:41]([O-:43])=[O:42])[C:36]#[N:37])[CH2:29][CH2:28][CH2:27][C:10]2([O:11][C@H:12]([C:21]3[CH:26]=[CH:25][CH:24]=[CH:23][CH:22]=3)[C@@H:13]([C:15]3[CH:20]=[CH:19][CH:18]=[CH:17][CH:16]=3)[O:14]2)[CH2:9]1. The catalyst class is: 10. (5) Reactant: C([O:4][C:5]1[CH:28]=[CH:27][CH:26]=[CH:25][C:6]=1[C:7]([O:9][C:10]1[CH:15]=[CH:14][CH:13]=[C:12]([CH2:16][O:17][Si](C(C)(C)C)(C)C)[CH:11]=1)=[O:8])(=O)C.Cl.CCOC(C)=O. Product: [OH:4][C:5]1[CH:28]=[CH:27][CH:26]=[CH:25][C:6]=1[C:7]([O:9][C:10]1[CH:15]=[CH:14][CH:13]=[C:12]([CH2:16][OH:17])[CH:11]=1)=[O:8]. The catalyst class is: 1. (6) Reactant: [N:1]([C:4]1[CH:9]=[CH:8][C:7]([C:10]2[CH:15]=[CH:14][C:13]([NH:16][C:17](=[O:22])[CH2:18][CH2:19][CH2:20][CH3:21])=[CH:12][CH:11]=2)=[CH:6][CH:5]=1)=[C:2]=[S:3].[N:23]#[C:24][NH2:25].[Na].[CH3:27]O.CI. Product: [NH:23]([N:1]([CH2:2][S:3][CH3:27])[C:4]1[CH:5]=[CH:6][C:7]([C:10]2[CH:15]=[CH:14][C:13]([NH:16][C:17](=[O:22])[CH2:18][CH2:19][CH2:20][CH3:21])=[CH:12][CH:11]=2)=[CH:8][CH:9]=1)[C:24]#[N:25]. The catalyst class is: 216. (7) Reactant: Cl[C:2]1[CH:3]=[C:4]([NH:13][C:14]2[CH:19]=[CH:18][C:17]([CH:20]3[CH2:25][CH2:24][N:23]([C:26]([O:28][C:29]([CH3:32])([CH3:31])[CH3:30])=[O:27])[CH2:22][CH2:21]3)=[CH:16][C:15]=2[O:33][CH3:34])[C:5]2[C:10](=[O:11])[NH:9][N:8]=[CH:7][C:6]=2[N:12]=1.[CH2:35]([Sn](CCCC)(CCCC)C=C)[CH2:36]CC. Product: [CH3:34][O:33][C:15]1[CH:16]=[C:17]([CH:20]2[CH2:25][CH2:24][N:23]([C:26]([O:28][C:29]([CH3:32])([CH3:31])[CH3:30])=[O:27])[CH2:22][CH2:21]2)[CH:18]=[CH:19][C:14]=1[NH:13][C:4]1[C:5]2[C:10](=[O:11])[NH:9][N:8]=[CH:7][C:6]=2[N:12]=[C:2]([CH:35]=[CH2:36])[CH:3]=1. The catalyst class is: 77. (8) Reactant: [OH:1][CH2:2][C@@H:3]1[N:8]([C:9]([O:11][CH2:12][C:13]2[CH:18]=[CH:17][CH:16]=[CH:15][CH:14]=2)=[O:10])[CH2:7][C@@H:6]([C:19]([O:21]C)=[O:20])[CH2:5][CH2:4]1.O.[OH-].[Li+]. Product: [CH2:12]([O:11][C:9]([N:8]1[C@@H:3]([CH2:2][OH:1])[CH2:4][CH2:5][C@H:6]([C:19]([OH:21])=[O:20])[CH2:7]1)=[O:10])[C:13]1[CH:18]=[CH:17][CH:16]=[CH:15][CH:14]=1. The catalyst class is: 24. (9) Reactant: [CH3:1][C:2]1[C:3]2[CH:15]=[CH:14][C:13](=[O:16])[N:12]([C:17]3[CH:29]=[CH:28][C:20]([C:21]([O:23][C:24]([CH3:27])([CH3:26])[CH3:25])=[O:22])=[CH:19][CH:18]=3)[C:4]=2[N:5]=[C:6](S(C)(=O)=O)[N:7]=1.[NH2:30][C:31]1[CH:41]=[CH:40][C:34]([C:35]([O:37][CH2:38][CH3:39])=[O:36])=[CH:33][CH:32]=1. Product: [CH2:38]([O:37][C:35]([C:34]1[CH:40]=[CH:41][C:31]([NH:30][C:6]2[N:7]=[C:2]([CH3:1])[C:3]3[CH:15]=[CH:14][C:13](=[O:16])[N:12]([C:17]4[CH:18]=[CH:19][C:20]([C:21]([O:23][C:24]([CH3:25])([CH3:27])[CH3:26])=[O:22])=[CH:28][CH:29]=4)[C:4]=3[N:5]=2)=[CH:32][CH:33]=1)=[O:36])[CH3:39]. The catalyst class is: 12. (10) Reactant: [F:1][C:2]1[CH:3]=[C:4]([C:8]2[CH:16]=[CH:15][CH:14]=[C:13]3[C:9]=2/[C:10](=[CH:18]/[C:19]2[NH:20][C:21]([CH3:27])=[CH:22][C:23]=2[C:24](O)=[O:25])/[C:11](=[O:17])[NH:12]3)[CH:5]=[CH:6][CH:7]=1.[N:28]1([CH2:34][CH2:35][NH2:36])[CH2:33][CH2:32][CH2:31][CH2:30][CH2:29]1.C1C=CC2N(O)N=NC=2C=1.C(Cl)CCl. Product: [N:28]1([CH2:34][CH2:35][NH:36][C:24]([C:23]2[CH:22]=[C:21]([CH3:27])[NH:20][C:19]=2/[CH:18]=[C:10]2\[C:11](=[O:17])[NH:12][C:13]3[C:9]\2=[C:8]([C:4]2[CH:5]=[CH:6][CH:7]=[C:2]([F:1])[CH:3]=2)[CH:16]=[CH:15][CH:14]=3)=[O:25])[CH2:33][CH2:32][CH2:31][CH2:30][CH2:29]1. The catalyst class is: 118.